This data is from Experimentally validated miRNA-target interactions with 360,000+ pairs, plus equal number of negative samples. The task is: Binary Classification. Given a miRNA mature sequence and a target amino acid sequence, predict their likelihood of interaction. The miRNA is hsa-miR-6501-5p with sequence AGUUGCCAGGGCUGCCUUUGGU. The protein sequence of the target gene is MTSKKLVNSVAGCADDALAGLVACNPNLQLLQGHRVALRSDLDSLKGRVALLSGGGSGHEPAHAGFIGKGMLTGVIAGAVFTSPAVGSILAAIRAVAQAGTVGTLLIVKNYTGDRLNFGLAREQARAEGIPVEMVVIGDDSAFTVLKKAGRRGLCGTVLIHKVAGALAEAGVGLEEIAKQVNVVAKAMGTLGVSLSSCSVPGSKPTFELSADEVELGLGIHGEAGVRRIKMATADEIVKLMLDHMTNTTNASHVPVQPGSSVVMMVNNLGGLSFLELGIIADATVRSLEGRGVKIARALV.... Result: 1 (interaction).